From a dataset of Reaction yield outcomes from USPTO patents with 853,638 reactions. Predict the reaction yield, written as a fraction of the theoretical maximum amount of product (1.0 means a 100% yield; for example, 0.34 means a 34% yield). (1) The reactants are [NH:1]1[CH2:6][CH2:5][CH2:4][C@@H:3]([NH:7][C:8](=[O:14])[O:9][C:10]([CH3:13])([CH3:12])[CH3:11])[CH2:2]1.Br[C:16]1[CH:21]=[CH:20][C:19]([F:22])=[CH:18][CH:17]=1.C(P(C(C)(C)C)C1C=CC=CC=1C1C=CC=CC=1)(C)(C)C.CC(C)([O-])C.[Na+]. The catalyst is C1C=CC(/C=C/C(/C=C/C2C=CC=CC=2)=O)=CC=1.C1C=CC(/C=C/C(/C=C/C2C=CC=CC=2)=O)=CC=1.C1C=CC(/C=C/C(/C=C/C2C=CC=CC=2)=O)=CC=1.[Pd].[Pd].C1(C)C=CC=CC=1. The product is [F:22][C:19]1[CH:20]=[CH:21][C:16]([N:1]2[CH2:6][CH2:5][CH2:4][C@@H:3]([NH:7][C:8](=[O:14])[O:9][C:10]([CH3:11])([CH3:13])[CH3:12])[CH2:2]2)=[CH:17][CH:18]=1. The yield is 0.820. (2) The reactants are [Br:1][C:2]1[C:7](I)=[C:6]([Cl:9])[CH:5]=[CH:4][N:3]=1.[CH2:10]([C:12]1[CH:13]=[C:14](B(O)O)[CH:15]=[CH:16][CH:17]=1)[CH3:11]. The catalyst is O1CCOCC1.O.C(OCC)(=O)C. The product is [Br:1][C:2]1[C:7]([C:16]2[CH:15]=[CH:14][CH:13]=[C:12]([CH2:10][CH3:11])[CH:17]=2)=[C:6]([Cl:9])[CH:5]=[CH:4][N:3]=1. The yield is 0.500. (3) The reactants are [C:1]([O:5][C:6]([N:8]1[CH2:32][CH2:31][C:11]2([C:15](=[O:16])[N:14]([C:17]3[CH:22]=[CH:21][C:20]([CH:23]4[CH2:28][CH2:27][CH:26]([OH:29])[CH2:25][CH2:24]4)=[CH:19][C:18]=3[F:30])[CH2:13][CH2:12]2)[CH2:10][CH2:9]1)=[O:7])([CH3:4])([CH3:3])[CH3:2].CCN(CC)CC.[CH3:40][S:41](Cl)(=[O:43])=[O:42].CO. The catalyst is C(Cl)Cl. The product is [C:1]([O:5][C:6]([N:8]1[CH2:9][CH2:10][C:11]2([C:15](=[O:16])[N:14]([C:17]3[CH:22]=[CH:21][C:20]([CH:23]4[CH2:28][CH2:27][CH:26]([O:29][S:41]([CH3:40])(=[O:43])=[O:42])[CH2:25][CH2:24]4)=[CH:19][C:18]=3[F:30])[CH2:13][CH2:12]2)[CH2:31][CH2:32]1)=[O:7])([CH3:4])([CH3:2])[CH3:3]. The yield is 0.640. (4) The reactants are [B:10]1([B:10]2[O:14][C:13]([CH3:16])([CH3:15])[C:12]([CH3:18])([CH3:17])[O:11]2)[O:14][C:13]([CH3:16])([CH3:15])[C:12]([CH3:18])([CH3:17])[O:11]1.[Cl:19][C:20]1[CH:25]=[CH:24][CH:23]=[C:22]([Cl:26])[N:21]=1. The catalyst is CC(C1C=CN=C(C2C=C(C(C)(C)C)C=CN=2)C=1)(C)C.C1COCC1. The product is [Cl:19][C:20]1[CH:25]=[C:24]([B:10]2[O:11][C:12]([CH3:17])([CH3:18])[C:13]([CH3:15])([CH3:16])[O:14]2)[CH:23]=[C:22]([Cl:26])[N:21]=1. The yield is 0.580. (5) The reactants are [F:1][C:2]1[CH:24]=[CH:23][C:5]([CH2:6][O:7][C:8]2[CH:13]=[CH:12][C:11]([N:14]3[C:18](=[O:19])[CH2:17][C@@H:16]([C:20](O)=[O:21])[CH2:15]3)=[CH:10][CH:9]=2)=[CH:4][CH:3]=1.[CH2:25]([N:27](CC)CC)C.CN(C(ON1N=NC2C=CC=CC1=2)=[N+](C)C)C.F[P-](F)(F)(F)(F)F.Cl.CN. The catalyst is CN(C)C=O. The product is [CH3:25][NH:27][C:20]([C@@H:16]1[CH2:17][C:18](=[O:19])[N:14]([C:11]2[CH:12]=[CH:13][C:8]([O:7][CH2:6][C:5]3[CH:23]=[CH:24][C:2]([F:1])=[CH:3][CH:4]=3)=[CH:9][CH:10]=2)[CH2:15]1)=[O:21]. The yield is 0.660.